The task is: Predict which catalyst facilitates the given reaction.. This data is from Catalyst prediction with 721,799 reactions and 888 catalyst types from USPTO. (1) Reactant: [CH2:1]([O:3][C:4]([C:6]1[CH2:11][C@@H:10]([O:12][S:13]([CH3:16])(=[O:15])=[O:14])[C@H:9]([O:17][S:18]([CH3:21])(=[O:20])=[O:19])[C@H:8](OS(C)(=O)=O)[CH:7]=1)=[O:5])[CH3:2].CS(C)=O.[N-:31]=[N+:32]=[N-:33].[Na+]. Product: [CH2:1]([O:3][C:4]([C:6]1[CH2:11][C@@H:10]([O:12][S:13]([CH3:16])(=[O:15])=[O:14])[C@@H:9]([O:17][S:18]([CH3:21])(=[O:20])=[O:19])[C@H:8]([N:31]=[N+:32]=[N-:33])[CH:7]=1)=[O:5])[CH3:2]. The catalyst class is: 25. (2) Reactant: [CH2:1]([O:3][C:4]1[CH:5]=[C:6]([CH:12]([N:17]2[CH2:25][C:24]3[C:19](=[CH:20][CH:21]=[CH:22][CH:23]=3)[C:18]2=[O:26])[CH2:13][C:14](O)=[O:15])[CH:7]=[CH:8][C:9]=1[O:10][CH3:11])[CH3:2].Cl.[CH2:28]([O:35][NH2:36])[C:29]1[CH:34]=[CH:33][CH:32]=[CH:31][CH:30]=1. Product: [CH2:28]([O:35][NH:36][C:14](=[O:15])[CH2:13][CH:12]([C:6]1[CH:7]=[CH:8][C:9]([O:10][CH3:11])=[C:4]([O:3][CH2:1][CH3:2])[CH:5]=1)[N:17]1[CH2:25][C:24]2[C:19](=[CH:20][CH:21]=[CH:22][CH:23]=2)[C:18]1=[O:26])[C:29]1[CH:34]=[CH:33][CH:32]=[CH:31][CH:30]=1. The catalyst class is: 7.